Dataset: Forward reaction prediction with 1.9M reactions from USPTO patents (1976-2016). Task: Predict the product of the given reaction. (1) Given the reactants [Cl:1][C:2]1[C:3]([Cl:27])=[CH:4][C:5]2[C:6]([N:26]=1)=[N:7][C:8]([N:13]1[CH2:16][CH:15]([N:17]([CH3:25])[C:18](=[O:24])[O:19][C:20]([CH3:23])([CH3:22])[CH3:21])[CH2:14]1)=[C:9]([NH:11][NH2:12])[N:10]=2.[CH:28](OC)(OC)OC, predict the reaction product. The product is: [Cl:1][C:2]1[C:3]([Cl:27])=[CH:4][C:5]2[N:10]3[CH:28]=[N:12][N:11]=[C:9]3[C:8]([N:13]3[CH2:14][CH:15]([N:17]([CH3:25])[C:18](=[O:24])[O:19][C:20]([CH3:22])([CH3:23])[CH3:21])[CH2:16]3)=[N:7][C:6]=2[N:26]=1. (2) Given the reactants [NH2:1][C:2]1[CH:3]=[C:4]([C@@H:21]2[CH2:23][C@@H:22]2[C:24]([O:26][CH2:27][CH3:28])=[O:25])[CH:5]=[CH:6][C:7]=1[N:8]([CH:15]1[CH2:20][CH2:19][CH2:18][CH2:17][CH2:16]1)[CH2:9][CH2:10][C:11]([F:14])([F:13])[F:12].[C:29]([C:31]1[CH:36]=[CH:35][C:34]([CH2:37][C:38](O)=[O:39])=[CH:33][CH:32]=1)#[N:30].C(Cl)CCl.O.ON1C2C=CC=CC=2N=N1.CCN(C(C)C)C(C)C, predict the reaction product. The product is: [C:29]([C:31]1[CH:36]=[CH:35][C:34]([CH2:37][C:38]([NH:1][C:2]2[CH:3]=[C:4]([C@@H:21]3[CH2:23][C@@H:22]3[C:24]([O:26][CH2:27][CH3:28])=[O:25])[CH:5]=[CH:6][C:7]=2[N:8]([CH:15]2[CH2:20][CH2:19][CH2:18][CH2:17][CH2:16]2)[CH2:9][CH2:10][C:11]([F:12])([F:13])[F:14])=[O:39])=[CH:33][CH:32]=1)#[N:30]. (3) Given the reactants [OH-].[Na+].[S:3]1[CH:7]=[CH:6][C:5]([CH:8]=O)=[CH:4]1.[CH:10](=[O:12])[CH3:11], predict the reaction product. The product is: [S:3]1[CH:7]=[CH:6][C:5]([CH:8]=[CH:11][CH:10]=[O:12])=[CH:4]1. (4) Given the reactants [ClH:1].[O:2]=[C:3]1[CH2:8][CH2:7][CH:6]([NH:9]C(=O)OC(C)(C)C)[CH2:5][CH2:4]1, predict the reaction product. The product is: [ClH:1].[NH2:9][CH:6]1[CH2:7][CH2:8][C:3](=[O:2])[CH2:4][CH2:5]1.